Dataset: Merck oncology drug combination screen with 23,052 pairs across 39 cell lines. Task: Regression. Given two drug SMILES strings and cell line genomic features, predict the synergy score measuring deviation from expected non-interaction effect. (1) Drug 1: CN1C(=O)C=CC2(C)C3CCC4(C)C(NC(=O)OCC(F)(F)F)CCC4C3CCC12. Drug 2: COc1cc(C2c3cc4c(cc3C(OC3OC5COC(C)OC5C(O)C3O)C3COC(=O)C23)OCO4)cc(OC)c1O. Cell line: RKO. Synergy scores: synergy=22.0. (2) Drug 1: O=S1(=O)NC2(CN1CC(F)(F)F)C1CCC2Cc2cc(C=CCN3CCC(C(F)(F)F)CC3)ccc2C1. Drug 2: O=C(NOCC(O)CO)c1ccc(F)c(F)c1Nc1ccc(I)cc1F. Cell line: SKMEL30. Synergy scores: synergy=-1.21. (3) Drug 1: C=CCn1c(=O)c2cnc(Nc3ccc(N4CCN(C)CC4)cc3)nc2n1-c1cccc(C(C)(C)O)n1. Drug 2: Cc1nc(Nc2ncc(C(=O)Nc3c(C)cccc3Cl)s2)cc(N2CCN(CCO)CC2)n1. Cell line: NCIH1650. Synergy scores: synergy=41.6.